Dataset: Reaction yield outcomes from USPTO patents with 853,638 reactions. Task: Predict the reaction yield, written as a fraction of the theoretical maximum amount of product (1.0 means a 100% yield; for example, 0.34 means a 34% yield). (1) The product is [CH3:1][C:2]1[C:7]([C:8]2[N:9]([C:17]3[CH:22]=[CH:21][C:20]([S:23]([NH:26][C:27](=[O:31])[CH2:28][CH2:29][CH3:30])(=[O:25])=[O:24])=[CH:19][CH:18]=3)[CH:10]=[C:11]([C:13]([F:14])([F:15])[F:16])[N:12]=2)=[CH:6][CH:5]=[CH:4][N:3]=1. The yield is 0.840. The reactants are [CH3:1][C:2]1[C:7]([C:8]2[N:9]([C:17]3[CH:22]=[CH:21][C:20]([S:23]([NH2:26])(=[O:25])=[O:24])=[CH:19][CH:18]=3)[CH:10]=[C:11]([C:13]([F:16])([F:15])[F:14])[N:12]=2)=[CH:6][CH:5]=[CH:4][N:3]=1.[C:27](O[C:27](=[O:31])[CH2:28][CH2:29][CH3:30])(=[O:31])[CH2:28][CH2:29][CH3:30].C(N(CC)CC)C. The catalyst is CN(C1C=CN=CC=1)C.O. (2) The reactants are Cl[C:2]1[N:12]=[C:11]2[C:5]([N:6]([CH3:19])[C:7](=[O:18])[CH2:8][CH2:9][N:10]2[CH2:13][CH2:14][N:15]([CH3:17])[CH3:16])=[CH:4][N:3]=1.[NH2:20][C:21]1[CH:36]=[CH:35][C:24]([C:25]([NH:27][CH:28]2[CH2:33][CH2:32]N(C)[CH2:30][CH2:29]2)=[O:26])=[CH:23][C:22]=1[O:37][CH3:38].O.[C:40]1(C)C=CC(S(O)(=O)=O)=CC=1.CO. The catalyst is CC(O)C. The product is [CH:28]1([NH:27][C:25](=[O:26])[C:24]2[CH:35]=[CH:36][C:21]([NH:20][C:2]3[N:12]=[C:11]4[C:5]([N:6]([CH3:19])[C:7](=[O:18])[CH2:8][CH2:9][N:10]4[CH2:13][CH2:14][N:15]([CH3:17])[CH3:16])=[CH:4][N:3]=3)=[C:22]([O:37][CH3:38])[CH:23]=2)[CH2:29][CH2:30][CH2:40][CH2:32][CH2:33]1. The yield is 0.400. (3) The reactants are [CH3:1][O:2][C:3]1[CH:4]=[C:5]([CH:10]=[CH:11][C:12]=1[O:13][CH3:14])[O:6][CH2:7][CH2:8][NH2:9].[CH3:15][O:16][C:17]1[CH:18]=[C:19]([CH2:25][C:26](Cl)=[O:27])[CH:20]=[CH:21][C:22]=1[O:23][CH3:24].O. The catalyst is C1COCC1. The product is [CH3:1][O:2][C:3]1[CH:4]=[C:5]([CH:10]=[CH:11][C:12]=1[O:13][CH3:14])[O:6][CH2:7][CH2:8][NH:9][C:26](=[O:27])[CH2:25][C:19]1[CH:20]=[CH:21][C:22]([O:23][CH3:24])=[C:17]([O:16][CH3:15])[CH:18]=1. The yield is 0.800. (4) The reactants are [CH3:1][C:2]([Si:5]([CH3:43])([CH3:42])[O:6][CH2:7][C@@:8]1([C:38]([NH:40][CH3:41])=[O:39])[CH2:12][CH2:11][C@H:10]([C:13]2[CH:18]=[CH:17][C:16]([O:19][CH2:20][C:21]3[CH:26]=[CH:25][CH:24]=[CH:23][C:22]=3[F:27])=[CH:15][CH:14]=2)[N:9]1C(OCC1C=CC=CC=1)=O)([CH3:4])[CH3:3]. The catalyst is CO.[Pd]. The product is [CH3:4][C:2]([Si:5]([CH3:42])([CH3:43])[O:6][CH2:7][C@@:8]1([C:38]([NH:40][CH3:41])=[O:39])[CH2:12][CH2:11][C@H:10]([C:13]2[CH:18]=[CH:17][C:16]([O:19][CH2:20][C:21]3[CH:26]=[CH:25][CH:24]=[CH:23][C:22]=3[F:27])=[CH:15][CH:14]=2)[NH:9]1)([CH3:1])[CH3:3]. The yield is 0.960. (5) The reactants are [Br:1][C:2]1[CH:8]=[CH:7][C:5]([NH2:6])=[CH:4][CH:3]=1.[C:9]([C:13]1[CH:20]=[CH:19][C:16]([CH:17]=O)=[CH:15][CH:14]=1)([CH3:12])([CH3:11])[CH3:10].C(O)(=O)C.[C-:25]#[N:26].[K+]. The catalyst is C1COCC1.O. The product is [Br:1][C:2]1[CH:8]=[CH:7][C:5]([NH:6][CH:17]([C:16]2[CH:19]=[CH:20][C:13]([C:9]([CH3:12])([CH3:11])[CH3:10])=[CH:14][CH:15]=2)[C:25]#[N:26])=[CH:4][CH:3]=1. The yield is 0.770. (6) The reactants are [Br:1][C:2]1[CH:7]=[CH:6][C:5]([CH2:8][C:9]([OH:11])=O)=[CH:4][CH:3]=1.[CH2:12]1[C:20]2[C:15](=[CH:16][CH:17]=[CH:18][CH:19]=2)[CH2:14][NH:13]1.CN(C(ON1N=NC2C=CC=NC1=2)=[N+](C)C)C.F[P-](F)(F)(F)(F)F.CCN(C(C)C)C(C)C. The catalyst is CN(C=O)C. The product is [Br:1][C:2]1[CH:3]=[CH:4][C:5]([CH2:8][C:9]([N:13]2[CH2:14][C:15]3[C:20](=[CH:19][CH:18]=[CH:17][CH:16]=3)[CH2:12]2)=[O:11])=[CH:6][CH:7]=1. The yield is 0.880.